This data is from Reaction yield outcomes from USPTO patents with 853,638 reactions. The task is: Predict the reaction yield, written as a fraction of the theoretical maximum amount of product (1.0 means a 100% yield; for example, 0.34 means a 34% yield). (1) The reactants are [NH2:1][C:2]1[CH:3]=[C:4]2[C:9](=[CH:10][CH:11]=1)[O:8][CH:7]=[CH:6][C:5]2=[O:12].[Cl:13][C:14]1[CH:19]=[CH:18][C:17]([N:20]=[C:21]=[O:22])=[CH:16][CH:15]=1. The catalyst is C1(C)C=CC=CC=1. The product is [Cl:13][C:14]1[CH:19]=[CH:18][C:17]([NH:20][C:21]([NH:1][C:2]2[CH:3]=[C:4]3[C:9](=[CH:10][CH:11]=2)[O:8][CH:7]=[CH:6][C:5]3=[O:12])=[O:22])=[CH:16][CH:15]=1. The yield is 0.990. (2) The yield is 0.360. No catalyst specified. The reactants are [F:1][C:2]([F:12])([CH2:5][C:6]1[CH:11]=[CH:10][CH:9]=[CH:8][CH:7]=1)[CH2:3][OH:4].[Br:13][CH2:14][CH2:15][CH2:16][CH2:17][CH2:18][CH2:19]OCC(C1C=CC=C(OC)C=1)(F)F. The product is [F:1][C:2]([F:12])([CH2:5][C:6]1[CH:11]=[CH:10][CH:9]=[CH:8][CH:7]=1)[CH2:3][O:4][CH2:19][CH2:18][CH2:17][CH2:16][CH2:15][CH2:14][Br:13].